From a dataset of Forward reaction prediction with 1.9M reactions from USPTO patents (1976-2016). Predict the product of the given reaction. The product is: [CH2:21]([O:25][C:18]1[C:13]([NH:12][S:9]([C:3]2[CH:4]=[CH:5][CH:6]=[C:7]([Cl:8])[C:2]=2[Cl:1])(=[O:11])=[O:10])=[N:14][CH:15]=[C:16]([Cl:20])[N:17]=1)[CH2:22][CH2:23][CH3:24]. Given the reactants [Cl:1][C:2]1[C:7]([Cl:8])=[CH:6][CH:5]=[CH:4][C:3]=1[S:9]([NH:12][C:13]1[C:18](Cl)=[N:17][C:16]([Cl:20])=[CH:15][N:14]=1)(=[O:11])=[O:10].[CH2:21]([OH:25])[CH2:22][CH2:23][CH3:24], predict the reaction product.